From a dataset of Reaction yield outcomes from USPTO patents with 853,638 reactions. Predict the reaction yield, written as a fraction of the theoretical maximum amount of product (1.0 means a 100% yield; for example, 0.34 means a 34% yield). (1) The reactants are [Cl:1][C:2]1[N:6]([CH2:7][C:8]([CH3:15])([O:10][Si](C)(C)C)[CH3:9])[N:5]=[CH:4][C:3]=1[N+:16]([O-])=O.[Cl-].[NH4+]. The catalyst is CCO.[Fe]. The product is [NH2:16][C:3]1[CH:4]=[N:5][N:6]([CH2:7][C:8]([CH3:15])([OH:10])[CH3:9])[C:2]=1[Cl:1]. The yield is 0.900. (2) The reactants are [CH3:1][N:2]1[CH2:7][CH2:6][N:5]([C:8](=[O:26])[C@@H:9]([NH:15][C:16]([C:18]2[CH:23]=[CH:22][C:21]([C:24]#[N:25])=[CH:20][CH:19]=2)=[O:17])[CH2:10][CH2:11][CH2:12][CH:13]=O)[CH2:4][CH2:3]1.[F:27][C:28]1[CH:33]=[CH:32][C:31]([C@@H:34]2[CH2:36][C@H:35]2[NH2:37])=[CH:30][CH:29]=1. No catalyst specified. The product is [F:27][C:28]1[CH:29]=[CH:30][C:31]([C@@H:34]2[CH2:36][C@H:35]2[NH:37][CH2:13][CH2:12][CH2:11][CH2:10][C@H:9]([NH:15][C:16](=[O:17])[C:18]2[CH:19]=[CH:20][C:21]([C:24]#[N:25])=[CH:22][CH:23]=2)[C:8]([N:5]2[CH2:4][CH2:3][N:2]([CH3:1])[CH2:7][CH2:6]2)=[O:26])=[CH:32][CH:33]=1. The yield is 0.280. (3) The reactants are C(N1CCN(C2C=CC([NH:20][C:21]3[C:26]([F:27])=[CH:25][N:24]=[C:23](Cl)[N:22]=3)=CC=2)CC1)C1C=CC=CC=1.[CH2:29]1[CH2:39][O:38][C:37]2[CH:36]=[CH:35][C:33]([NH2:34])=[CH:32][C:31]=2[O:30]1. No catalyst specified. The product is [CH2:29]1[CH2:39][O:38][C:37]2[CH:36]=[CH:35][C:33]([NH:34][C:23]3[N:22]=[C:21]([NH2:20])[C:26]([F:27])=[CH:25][N:24]=3)=[CH:32][C:31]=2[O:30]1. The yield is 0.630. (4) The reactants are [OH:1][B:2]1[C:6]2[CH:7]=[C:8]([CH2:11][NH:12]C(=O)OC(C)(C)C)[CH:9]=[CH:10][C:5]=2[C:4]([CH3:21])([CH3:20])[O:3]1.[ClH:22]. The catalyst is CO. The product is [ClH:22].[NH2:12][CH2:11][C:8]1[CH:9]=[CH:10][C:5]2[C:4]([CH3:21])([CH3:20])[O:3][B:2]([OH:1])[C:6]=2[CH:7]=1. The yield is 0.670. (5) The reactants are [NH2:1][C:2]1[CH:7]=[CH:6][C:5]([S:8]([N:11]([CH2:58][CH:59]([CH3:61])[CH3:60])[C@@H:12]([CH2:32][CH2:33][CH2:34][CH2:35][NH:36][C:37](=[O:57])[CH:38]([NH:52][C:53]([O:55][CH3:56])=[O:54])[CH:39]([C:46]2[CH:51]=[CH:50][CH:49]=[CH:48][CH:47]=2)[C:40]2[CH:45]=[CH:44][CH:43]=[CH:42][CH:41]=2)[CH2:13][O:14][C:15](=[O:31])[C@@H:16]([NH:20]C(OCC2C=CC=CC=2)=O)[CH:17]([CH3:19])[CH3:18])(=[O:10])=[O:9])=[CH:4][CH:3]=1. The catalyst is C1COCC1.[Pd]. The product is [NH2:1][C:2]1[CH:3]=[CH:4][C:5]([S:8]([N:11]([CH2:58][CH:59]([CH3:61])[CH3:60])[C@@H:12]([CH2:32][CH2:33][CH2:34][CH2:35][NH:36][C:37](=[O:57])[CH:38]([NH:52][C:53]([O:55][CH3:56])=[O:54])[CH:39]([C:40]2[CH:45]=[CH:44][CH:43]=[CH:42][CH:41]=2)[C:46]2[CH:47]=[CH:48][CH:49]=[CH:50][CH:51]=2)[CH2:13][O:14][C:15](=[O:31])[C@@H:16]([NH2:20])[CH:17]([CH3:18])[CH3:19])(=[O:9])=[O:10])=[CH:6][CH:7]=1. The yield is 0.470. (6) The reactants are [CH3:1][O:2][C:3]1[C:4](C(O)=O)=[CH:5][C:6]2[C:11]([CH:12]=1)=[CH:10][CH:9]=[CH:8][CH:7]=2.CC[N:18]([CH2:21]C)CC.C1C=CC(P(N=[N+]=[N-])(C2C=CC=CC=2)=[O:30])=CC=1.[CH2:40]([OH:47])[C:41]1[CH:46]=[CH:45][CH:44]=[CH:43][CH:42]=1. The catalyst is C1(C)C=CC=CC=1. The product is [C:21]([NH:18][C:5]1[C:6]2[C:11](=[CH:10][CH:9]=[CH:8][CH:7]=2)[CH:12]=[C:3]([O:2][CH3:1])[CH:4]=1)([O:47][CH2:40][C:41]1[CH:46]=[CH:45][CH:44]=[CH:43][CH:42]=1)=[O:30]. The yield is 1.00. (7) The reactants are Cl[C:2]1[C:7]([C:8]([O:10][CH2:11][CH3:12])=[O:9])=[C:6]([CH3:13])[N:5]=[C:4]([S:14][CH3:15])[N:3]=1.[CH3:16][N:17]1[C:21]([CH3:22])=[C:20](B2OC(C)(C)C(C)(C)O2)[CH:19]=[N:18]1.C(=O)([O-])[O-].[Na+].[Na+]. The catalyst is CC(N(C)C)=O.C1C=CC(P(C2C=CC=CC=2)[C-]2C=CC=C2)=CC=1.C1C=CC(P(C2C=CC=CC=2)[C-]2C=CC=C2)=CC=1.Cl[Pd]Cl.[Fe+2]. The product is [CH3:16][N:17]1[C:21]([CH3:22])=[C:20]([C:2]2[C:7]([C:8]([O:10][CH2:11][CH3:12])=[O:9])=[C:6]([CH3:13])[N:5]=[C:4]([S:14][CH3:15])[N:3]=2)[CH:19]=[N:18]1. The yield is 0.710.